From a dataset of Reaction yield outcomes from USPTO patents with 853,638 reactions. Predict the reaction yield, written as a fraction of the theoretical maximum amount of product (1.0 means a 100% yield; for example, 0.34 means a 34% yield). (1) The reactants are [NH2:1][CH2:2][C@@H:3]1[CH2:7][CH2:6][N:5]([C:8]([O:10][C:11]([CH3:14])([CH3:13])[CH3:12])=[O:9])[CH2:4]1.C1N=CN([C:20](N2C=NC=C2)=[O:21])C=1.Cl.[Br:28][C:29]1[CH:38]=[CH:37][C:32]([C:33]([NH:35][NH2:36])=[O:34])=[CH:31][C:30]=1[F:39].CCN(C(C)C)C(C)C. The catalyst is C(Cl)Cl. The product is [Br:28][C:29]1[CH:38]=[CH:37][C:32]([C:33]([NH:35][NH:36][C:20]([NH:1][CH2:2][C@@H:3]2[CH2:7][CH2:6][N:5]([C:8]([O:10][C:11]([CH3:14])([CH3:13])[CH3:12])=[O:9])[CH2:4]2)=[O:21])=[O:34])=[CH:31][C:30]=1[F:39]. The yield is 0.810. (2) The reactants are Br[C:2]1[CH:11]=[C:10]2[C:5]([CH:6]=[C:7]([NH:12][C:13]([CH:15]3[CH2:17][CH2:16]3)=[O:14])[N:8]=[CH:9]2)=[CH:4][CH:3]=1.[Cl:18][C:19]1[N:24]=[CH:23][C:22](B(O)O)=[C:21]([CH3:28])[CH:20]=1.C(=O)([O-])[O-].[Na+].[Na+]. The catalyst is C(#N)C.C(OCC)(=O)C.CC(P(C(C)(C)C)C1C=CC(N(C)C)=CC=1)(C)C.CC(P(C(C)(C)C)C1C=CC(N(C)C)=CC=1)(C)C.Cl[Pd]Cl. The product is [Cl:18][C:19]1[N:24]=[CH:23][C:22]([C:2]2[CH:11]=[C:10]3[C:5]([CH:6]=[C:7]([NH:12][C:13]([CH:15]4[CH2:17][CH2:16]4)=[O:14])[N:8]=[CH:9]3)=[CH:4][CH:3]=2)=[C:21]([CH3:28])[CH:20]=1. The yield is 0.800.